Dataset: Catalyst prediction with 721,799 reactions and 888 catalyst types from USPTO. Task: Predict which catalyst facilitates the given reaction. (1) Reactant: [OH:1][CH:2]([C:13]1[CH:18]=[CH:17][N:16]=[CH:15][CH:14]=1)[C:3]1[CH:8]=[CH:7][CH:6]=[C:5]([O:9][CH3:10])[C:4]=1[O:11][CH3:12]. Product: [OH:1][CH:2]([CH:13]1[CH2:14][CH2:15][NH:16][CH2:17][CH2:18]1)[C:3]1[CH:8]=[CH:7][CH:6]=[C:5]([O:9][CH3:10])[C:4]=1[O:11][CH3:12]. The catalyst class is: 17. (2) Reactant: [CH2:1]([O:8][C:9]([NH:11][C@:12]1([C:24]([O:26][CH3:27])=[O:25])[CH2:16][CH2:15][C@@H:14]([C:17]2[CH:22]=[CH:21][C:20](Br)=[CH:19][CH:18]=2)[CH2:13]1)=[O:10])[C:2]1[CH:7]=[CH:6][CH:5]=[CH:4][CH:3]=1.[CH3:28][C:29]1(C)C(C)(C)OB(C=C)O1.C([O-])([O-])=O.[Cs+].[Cs+]. Product: [CH2:1]([O:8][C:9]([NH:11][C@:12]1([C:24]([O:26][CH3:27])=[O:25])[CH2:16][CH2:15][C@@H:14]([C:17]2[CH:22]=[CH:21][C:20]([CH:28]=[CH2:29])=[CH:19][CH:18]=2)[CH2:13]1)=[O:10])[C:2]1[CH:7]=[CH:6][CH:5]=[CH:4][CH:3]=1. The catalyst class is: 622.